Dataset: Experimentally validated miRNA-target interactions with 360,000+ pairs, plus equal number of negative samples. Task: Binary Classification. Given a miRNA mature sequence and a target amino acid sequence, predict their likelihood of interaction. The miRNA is hsa-miR-1290 with sequence UGGAUUUUUGGAUCAGGGA. The protein sequence of the target gene is MSRRNCWICKMCRDESKRPPSNLTLEEVLQWAQSFENLMATKYGPVVYAAYLKMEHSDENIQFWMACETYKKIASRWSRISRAKKLYKIYIQPQSPREINIDSSTRETIIRNIQEPTETCFEEAQKIVYMHMERDSYPRFLKSEMYQKLLKTMQSNNSF. Result: 0 (no interaction).